Dataset: Reaction yield outcomes from USPTO patents with 853,638 reactions. Task: Predict the reaction yield, written as a fraction of the theoretical maximum amount of product (1.0 means a 100% yield; for example, 0.34 means a 34% yield). (1) The reactants are [CH2:1]([N:8]1[CH2:12][CH:11]([N+:13]([O-])=O)[CH:10]([C:16]2[CH:21]=[CH:20][C:19]([F:22])=[CH:18][CH:17]=2)[CH2:9]1)[C:2]1[CH:7]=[CH:6][CH:5]=[CH:4][CH:3]=1. The catalyst is C1COCC1.CCOCC.[Ti](Cl)(Cl)(Cl)Cl.[Zn]. The product is [CH2:1]([N:8]1[CH2:9][CH:10]([C:16]2[CH:17]=[CH:18][C:19]([F:22])=[CH:20][CH:21]=2)[CH:11]([NH2:13])[CH2:12]1)[C:2]1[CH:3]=[CH:4][CH:5]=[CH:6][CH:7]=1. The yield is 0.220. (2) The reactants are [CH2:1]([N:8]1[C:13](=[O:14])[CH:12]=[C:11]([NH:15][CH3:16])[N:10]=[CH:9]1)[C:2]1[CH:7]=[CH:6][CH:5]=[CH:4][CH:3]=1.[C:17]([O:25]CC)(=O)[CH2:18][C:19]([O:21]CC)=O.C1(OC2C=CC=CC=2)C=CC=CC=1. No catalyst specified. The product is [CH2:1]([N:8]1[C:13](=[O:14])[C:12]2[C:19]([OH:21])=[CH:18][C:17](=[O:25])[N:15]([CH3:16])[C:11]=2[N:10]=[CH:9]1)[C:2]1[CH:3]=[CH:4][CH:5]=[CH:6][CH:7]=1. The yield is 0.570. (3) The reactants are [C:1]1([CH:7]([C:30]2[CH:35]=[CH:34][CH:33]=[CH:32][CH:31]=2)[N:8]2[C:16]3[C:11](=[CH:12][CH:13]=[CH:14][CH:15]=3)[C:10]([C:19]3[C:27](O)=[CH:26][C:22]4[O:23][CH2:24][O:25][C:21]=4[CH:20]=3)([CH2:17][OH:18])[C:9]2=[O:29])[CH:6]=[CH:5][CH:4]=[CH:3][CH:2]=1.C1(CCN2C3C(=CC=CC=3)C(C3C(O)=CC4OCOC=4C=3)(CO)C2=O)CC1. No catalyst specified. The product is [C:1]1([CH:7]([C:30]2[CH:31]=[CH:32][CH:33]=[CH:34][CH:35]=2)[N:8]2[C:16]3[C:11](=[CH:12][CH:13]=[CH:14][CH:15]=3)[C:10]3([C:19]4=[CH:20][C:21]5[O:25][CH2:24][O:23][C:22]=5[CH:26]=[C:27]4[O:18][CH2:17]3)[C:9]2=[O:29])[CH:2]=[CH:3][CH:4]=[CH:5][CH:6]=1. The yield is 0.260. (4) The reactants are [CH3:1][S:2]([CH2:5][CH2:6][C:7]([NH:19][C:20]([O:22][CH3:23])=[O:21])([CH2:11][CH2:12][C:13]1[CH:18]=[CH:17][CH:16]=[CH:15][CH:14]=1)[C:8]([OH:10])=O)(=[O:4])=[O:3].[S:24]1[CH:28]=[CH:27][CH:26]=[C:25]1[C:29]([NH2:31])=[NH:30].[CH3:32][N:33](C(ON1N=NC2C=CC=CC1=2)=[N+](C)C)C.[B-](F)(F)(F)F.C1C=CC2N(O)N=NC=2C=1.CCN(C(C)C)C(C)C.[CH3:73][N:74]([CH:76]=[O:77])C. No catalyst specified. The product is [CH3:23][O:22][C:20](=[O:21])[NH:19][C:7]([C:8](=[O:10])[NH:33][CH2:32][C:76](=[O:77])[NH:74][CH2:73][C:28]1[S:24][C:25]([C:29](=[NH:31])[NH2:30])=[CH:26][CH:27]=1)([CH2:6][CH2:5][S:2]([CH3:1])(=[O:3])=[O:4])[CH2:11][CH2:12][C:13]1[CH:18]=[CH:17][CH:16]=[CH:15][CH:14]=1. The yield is 0.890. (5) The reactants are [N:1]1([C:10]2[S:14][C:13]([C:15]([O:17]C)=O)=[C:12]([O:19][CH2:20][C:21]3[CH:26]=[CH:25][CH:24]=[C:23]([Cl:27])[CH:22]=3)[CH:11]=2)[C:5]2[CH:6]=[CH:7][CH:8]=[CH:9][C:4]=2[N:3]=[CH:2]1.[NH3:28]. No catalyst specified. The product is [N:1]1([C:10]2[S:14][C:13]([C:15]([NH2:28])=[O:17])=[C:12]([O:19][CH2:20][C:21]3[CH:26]=[CH:25][CH:24]=[C:23]([Cl:27])[CH:22]=3)[CH:11]=2)[C:5]2[CH:6]=[CH:7][CH:8]=[CH:9][C:4]=2[N:3]=[CH:2]1. The yield is 0.270.